From a dataset of Catalyst prediction with 721,799 reactions and 888 catalyst types from USPTO. Predict which catalyst facilitates the given reaction. (1) Product: [C:1]1([N:7]2[C:11]([C:12]([F:13])([F:14])[F:15])=[C:10]([C:16]3[O:18][N:44]=[C:35]([C:36]4[CH:41]=[CH:40][C:39]([CH2:42][OH:43])=[CH:38][CH:37]=4)[N:34]=3)[CH:9]=[N:8]2)[CH:2]=[CH:3][CH:4]=[CH:5][CH:6]=1. The catalyst class is: 18. Reactant: [C:1]1([N:7]2[C:11]([C:12]([F:15])([F:14])[F:13])=[C:10]([C:16]([OH:18])=O)[CH:9]=[N:8]2)[CH:6]=[CH:5][CH:4]=[CH:3][CH:2]=1.C1C=CC2N(O)N=NC=2C=1.C(Cl)CCl.O[NH:34][C:35](=[NH:44])[C:36]1[CH:41]=[CH:40][C:39]([CH2:42][OH:43])=[CH:38][CH:37]=1. (2) Reactant: [CH3:1][N:2]([CH2:4][C:5]1[N:6]([C:10]2[CH:15]=[CH:14][C:13]([NH2:16])=[C:12]([F:17])[CH:11]=2)[CH:7]=[CH:8][N:9]=1)[CH3:3].[Cl:18][C:19]1[CH:20]=[C:21]([N:25]=[C:26]=[O:27])C=CC=1. Product: [Cl:18][CH2:19][CH2:20][CH2:21][NH:25][C:26]([NH:16][C:13]1[CH:14]=[CH:15][C:10]([N:6]2[CH:7]=[CH:8][N:9]=[C:5]2[CH2:4][N:2]([CH3:1])[CH3:3])=[CH:11][C:12]=1[F:17])=[O:27]. The catalyst class is: 2. (3) Reactant: [CH3:1][CH:2]1[CH2:7][CH2:6][CH2:5][CH2:4][CH:3]1[NH:8][C:9]1[C:10]2[N:11]([CH:17]=[C:18]([N+:20]([O-:22])=[O:21])[CH:19]=2)[N:12]=[CH:13][C:14]=1[C:15]#[N:16].[NH4+].[OH-:24].OO. Product: [CH3:1][CH:2]1[CH2:7][CH2:6][CH2:5][CH2:4][CH:3]1[NH:8][C:9]1[C:10]2[N:11]([CH:17]=[C:18]([N+:20]([O-:22])=[O:21])[CH:19]=2)[N:12]=[CH:13][C:14]=1[C:15]([NH2:16])=[O:24]. The catalyst class is: 14. (4) Reactant: [CH:1]([NH:4][CH2:5][C@H:6]1[N:11]([C:12]([C:14]2[CH:18]=[C:17]([CH3:19])[N:16]([C:20]3[CH:25]=[CH:24][CH:23]=[CH:22][CH:21]=3)[C:15]=2[C:26]2[CH:31]=[CH:30][CH:29]=[CH:28][CH:27]=2)=[O:13])[CH2:10][CH2:9][N:8]([C:32]([O:34][C:35]([CH3:38])([CH3:37])[CH3:36])=[O:33])[CH2:7]1)([CH3:3])[CH3:2].N1C=CC=CC=1.C1C[O:48][CH2:47][CH2:46]1.C([CH:52]([CH2:56][C:57](Cl)=[O:58])[C:53](Cl)=[O:54])C. Product: [CH2:47]([O:48][C:57](=[O:58])[CH2:56][CH2:52][C:53]([N:4]([CH2:5][C@H:6]1[N:11]([C:12]([C:14]2[CH:18]=[C:17]([CH3:19])[N:16]([C:20]3[CH:21]=[CH:22][CH:23]=[CH:24][CH:25]=3)[C:15]=2[C:26]2[CH:27]=[CH:28][CH:29]=[CH:30][CH:31]=2)=[O:13])[CH2:10][CH2:9][N:8]([C:32]([O:34][C:35]([CH3:36])([CH3:38])[CH3:37])=[O:33])[CH2:7]1)[CH:1]([CH3:3])[CH3:2])=[O:54])[CH3:46]. The catalyst class is: 6. (5) Reactant: NC1(C(NC2C=CC(C=CC([O-])=O)=CC=2)=O)CCCC1.CCOC1N(C(OCC)=O)C2C(=CC=CC=2)C=C1.[NH2:39][C:40]1[CH:45]=[CH:44][C:43](/[CH:46]=[CH:47]/[C:48]([O:50][CH2:51][CH3:52])=[O:49])=[CH:42][CH:41]=1.[C:53]([O:57][C:58]([NH:60][C:61]1([C:66](O)=[O:67])[CH2:65][CH2:64][CH2:63][CH2:62]1)=[O:59])([CH3:56])([CH3:55])[CH3:54]. Product: [C:53]([O:57][C:58]([NH:60][C:61]1([C:66]([NH:39][C:40]2[CH:41]=[CH:42][C:43](/[CH:46]=[CH:47]/[C:48]([O:50][CH2:51][CH3:52])=[O:49])=[CH:44][CH:45]=2)=[O:67])[CH2:65][CH2:64][CH2:63][CH2:62]1)=[O:59])([CH3:56])([CH3:55])[CH3:54]. The catalyst class is: 1.